This data is from Full USPTO retrosynthesis dataset with 1.9M reactions from patents (1976-2016). The task is: Predict the reactants needed to synthesize the given product. (1) Given the product [NH2:11][CH2:12][CH2:13][CH2:14][CH2:15][CH2:16][C:17]([O:19][C:20]([CH3:23])([CH3:22])[CH3:21])=[O:18], predict the reactants needed to synthesize it. The reactants are: C(OC([NH:11][CH2:12][CH2:13][CH2:14][CH2:15][CH2:16][C:17]([O:19][C:20]([CH3:23])([CH3:22])[CH3:21])=[O:18])=O)C1C=CC=CC=1. (2) Given the product [CH:24]1([C:16]2[N:15]([CH:12]3[CH2:13][CH2:14][CH:9]([OH:8])[CH2:10][CH2:11]3)[C:23]3[C:18]([CH:17]=2)=[CH:19][CH:20]=[CH:21][CH:22]=3)[CH2:26][CH2:25]1, predict the reactants needed to synthesize it. The reactants are: [Si]([O:8][CH:9]1[CH2:14][CH2:13][CH:12]([N:15]2[C:23]3[C:18](=[CH:19][CH:20]=[CH:21][CH:22]=3)[CH:17]=[C:16]2[CH:24]2[CH2:26][CH2:25]2)[CH2:11][CH2:10]1)(C(C)(C)C)(C)C.[F-].C([N+](CCCC)(CCCC)CCCC)CCC. (3) Given the product [CH3:24][CH:23]([CH2:25][CH3:26])[CH:13]([C:14]1[CH:19]=[CH:18][C:17]([CH3:20])=[CH:16][CH:15]=1)[C:12]([O:11][C:7]([CH3:10])([CH3:9])[CH3:8])=[O:21], predict the reactants needed to synthesize it. The reactants are: CC(C)([O-])C.[K+].[C:7]([O:11][C:12](=[O:21])[CH2:13][C:14]1[CH:19]=[CH:18][C:17]([CH3:20])=[CH:16][CH:15]=1)([CH3:10])([CH3:9])[CH3:8].Br[CH:23]([CH2:25][CH3:26])[CH3:24].O.